Task: Predict the product of the given reaction.. Dataset: Forward reaction prediction with 1.9M reactions from USPTO patents (1976-2016) Given the reactants C([N:8]1[CH2:13][CH2:12][N:11]([CH2:14][CH:15]2[O:20][CH2:19][CH2:18][N:17]([CH3:21])[CH2:16]2)[CH2:10][CH2:9]1)C1C=CC=CC=1, predict the reaction product. The product is: [CH3:21][N:17]1[CH2:18][CH2:19][O:20][CH:15]([CH2:14][N:11]2[CH2:10][CH2:9][NH:8][CH2:13][CH2:12]2)[CH2:16]1.